Dataset: Catalyst prediction with 721,799 reactions and 888 catalyst types from USPTO. Task: Predict which catalyst facilitates the given reaction. Reactant: [Br:1][C:2]1[CH:3]=[C:4]([C:9]#[N:10])[C:5](=[O:8])[NH:6][CH:7]=1.C(=O)([O-])[O-].[K+].[K+].Cl[CH2:18][C:19]([O:21][CH3:22])=[O:20].CN(C=O)C. Product: [Br:1][C:2]1[CH:3]=[C:4]([C:9]#[N:10])[C:5](=[O:8])[N:6]([CH2:18][C:19]([O:21][CH3:22])=[O:20])[CH:7]=1. The catalyst class is: 1.